From a dataset of Merck oncology drug combination screen with 23,052 pairs across 39 cell lines. Regression. Given two drug SMILES strings and cell line genomic features, predict the synergy score measuring deviation from expected non-interaction effect. (1) Synergy scores: synergy=2.03. Drug 2: COC1=C2CC(C)CC(OC)C(O)C(C)C=C(C)C(OC(N)=O)C(OC)C=CC=C(C)C(=O)NC(=CC1=O)C2=O. Drug 1: CCC1=CC2CN(C1)Cc1c([nH]c3ccccc13)C(C(=O)OC)(c1cc3c(cc1OC)N(C)C1C(O)(C(=O)OC)C(OC(C)=O)C4(CC)C=CCN5CCC31C54)C2. Cell line: HT144. (2) Cell line: MDAMB436. Drug 2: N.N.O=C(O)C1(C(=O)O)CCC1.[Pt]. Synergy scores: synergy=6.35. Drug 1: O=S1(=O)NC2(CN1CC(F)(F)F)C1CCC2Cc2cc(C=CCN3CCC(C(F)(F)F)CC3)ccc2C1. (3) Drug 1: Nc1ccn(C2OC(CO)C(O)C2(F)F)c(=O)n1. Drug 2: COC1CC2CCC(C)C(O)(O2)C(=O)C(=O)N2CCCCC2C(=O)OC(C(C)CC2CCC(OP(C)(C)=O)C(OC)C2)CC(=O)C(C)C=C(C)C(O)C(OC)C(=O)C(C)CC(C)C=CC=CC=C1C. Cell line: DLD1. Synergy scores: synergy=12.5. (4) Synergy scores: synergy=7.21. Drug 1: CCN(CC)CCNC(=O)c1c(C)[nH]c(C=C2C(=O)Nc3ccc(F)cc32)c1C. Cell line: CAOV3. Drug 2: COC1=C2CC(C)CC(OC)C(O)C(C)C=C(C)C(OC(N)=O)C(OC)C=CC=C(C)C(=O)NC(=CC1=O)C2=O. (5) Drug 1: NC1(c2ccc(-c3nc4ccn5c(=O)[nH]nc5c4cc3-c3ccccc3)cc2)CCC1. Drug 2: CNC(=O)c1cc(Oc2ccc(NC(=O)Nc3ccc(Cl)c(C(F)(F)F)c3)cc2)ccn1. Cell line: SKOV3. Synergy scores: synergy=18.2. (6) Drug 1: CCC1(O)CC2CN(CCc3c([nH]c4ccccc34)C(C(=O)OC)(c3cc4c(cc3OC)N(C)C3C(O)(C(=O)OC)C(OC(C)=O)C5(CC)C=CCN6CCC43C65)C2)C1. Drug 2: COC1=C2CC(C)CC(OC)C(O)C(C)C=C(C)C(OC(N)=O)C(OC)C=CC=C(C)C(=O)NC(=CC1=O)C2=O. Cell line: NCIH23. Synergy scores: synergy=-24.9. (7) Drug 1: CC1CC2C3CCC4=CC(=O)C=CC4(C)C3(F)C(O)CC2(C)C1(O)C(=O)CO. Drug 2: CS(=O)(=O)CCNCc1ccc(-c2ccc3ncnc(Nc4ccc(OCc5cccc(F)c5)c(Cl)c4)c3c2)o1. Cell line: ES2. Synergy scores: synergy=-22.3. (8) Drug 2: NC1CCCCC1N.O=C(O)C(=O)O.[Pt+2]. Cell line: PA1. Synergy scores: synergy=-15.3. Drug 1: NC(=O)c1cccc2cn(-c3ccc(C4CCCNC4)cc3)nc12.